Dataset: Peptide-MHC class I binding affinity with 185,985 pairs from IEDB/IMGT. Task: Regression. Given a peptide amino acid sequence and an MHC pseudo amino acid sequence, predict their binding affinity value. This is MHC class I binding data. (1) The peptide sequence is RVDKLTQGR. The MHC is HLA-B40:01 with pseudo-sequence HLA-B40:01. The binding affinity (normalized) is 0.0847. (2) The peptide sequence is KIMQVDRPM. The MHC is HLA-C14:02 with pseudo-sequence HLA-C14:02. The binding affinity (normalized) is 0.573. (3) The peptide sequence is KSMLKELIK. The MHC is HLA-A68:01 with pseudo-sequence HLA-A68:01. The binding affinity (normalized) is 0.149. (4) The peptide sequence is ALMSIISTFH. The MHC is HLA-A03:01 with pseudo-sequence HLA-A03:01. The binding affinity (normalized) is 0.406. (5) The peptide sequence is SLLERGQQLGV. The MHC is HLA-C14:02 with pseudo-sequence HLA-C14:02. The binding affinity (normalized) is 0.0847.